From a dataset of Full USPTO retrosynthesis dataset with 1.9M reactions from patents (1976-2016). Predict the reactants needed to synthesize the given product. (1) Given the product [F:27][C:2]([F:26])([F:1])[O:3][C:4]1[CH:9]=[CH:8][CH:7]=[CH:6][C:5]=1[C:10]1[CH:15]=[CH:14][CH:13]=[C:12]([C:16]2[CH:20]=[C:19]([C:21]([NH2:28])=[O:23])[NH:18][N:17]=2)[CH:11]=1, predict the reactants needed to synthesize it. The reactants are: [F:1][C:2]([F:27])([F:26])[O:3][C:4]1[CH:9]=[CH:8][CH:7]=[CH:6][C:5]=1[C:10]1[CH:15]=[CH:14][CH:13]=[C:12]([C:16]2[CH:20]=[C:19]([C:21]([O:23]CC)=O)[NH:18][N:17]=2)[CH:11]=1.[NH3:28]. (2) Given the product [OH:1][C:2]1[CH:9]=[CH:8][C:5]([CH:6]=[C:14]2[C:15](=[O:17])[O:16][C:11]([CH3:19])([CH3:10])[O:12][C:13]2=[O:18])=[CH:4][CH:3]=1, predict the reactants needed to synthesize it. The reactants are: [OH:1][C:2]1[CH:9]=[CH:8][C:5]([CH:6]=O)=[CH:4][CH:3]=1.[CH3:10][C:11]1([CH3:19])[O:16][C:15](=[O:17])[CH2:14][C:13](=[O:18])[O:12]1. (3) Given the product [CH2:26]([OH:27])[CH2:25][CH2:24][CH2:23][CH2:22][CH2:21][CH2:20][CH2:19]/[CH:18]=[CH:17]\[CH2:16][C@H:15]([OH:14])[CH2:30][CH2:31][CH2:32][CH2:33][CH2:34][CH3:35], predict the reactants needed to synthesize it. The reactants are: [H-].[Al+3].[Li+].[H-].[H-].[H-].O.C(OCC)(=O)C.[OH:14][C@H:15]([CH2:30][CH2:31][CH2:32][CH2:33][CH2:34][CH3:35])[CH2:16]/[CH:17]=[CH:18]\[CH2:19][CH2:20][CH2:21][CH2:22][CH2:23][CH2:24][CH2:25][C:26](OC)=[O:27]. (4) The reactants are: [CH3:1][S:2]([OH:5])(=O)=[O:3].[Cl:6][C:7]1[S:11][C:10]([C:12]([NH:14][C:15]2[N:16]=[C:17](SC)[S:18][C:19]=2[C:20]([NH:22][C:23]2[CH:28]=[CH:27][C:26]([N:29]3[CH2:33][CH2:32][O:31][C:30]3=[NH:34])=[CH:25][CH:24]=2)=[O:21])=[O:13])=[CH:9][CH:8]=1.OO.C1COCC1. Given the product [Cl:6][C:7]1[S:11][C:10]([C:12]([NH:14][C:15]2[N:16]=[C:17]([S:2]([CH3:1])(=[O:5])=[O:3])[S:18][C:19]=2[C:20]([NH:22][C:23]2[CH:24]=[CH:25][C:26]([N:29]3[CH2:33][CH2:32][O:31][C:30]3=[NH:34])=[CH:27][CH:28]=2)=[O:21])=[O:13])=[CH:9][CH:8]=1, predict the reactants needed to synthesize it. (5) Given the product [Cl:1][C:2]1[CH:7]=[C:6]([O:8][CH2:22][C:23]([F:26])([F:25])[F:24])[C:5]([Cl:9])=[CH:4][N:3]=1, predict the reactants needed to synthesize it. The reactants are: [Cl:1][C:2]1[CH:7]=[C:6]([OH:8])[C:5]([Cl:9])=[CH:4][N:3]=1.C(=O)([O-])[O-].[Cs+].[Cs+].FC(F)(F)S(O[CH2:22][C:23]([F:26])([F:25])[F:24])(=O)=O. (6) Given the product [CH3:1][C:2]1[CH:3]=[CH:4][C:5]([NH:21][C:22]([C:24]2[CH:29]=[CH:28][C:27]([CH2:30][N:31]3[CH2:32][CH2:33][N:34]([CH3:37])[CH2:35][CH2:36]3)=[CH:26][CH:25]=2)=[O:23])=[CH:6][C:7]=1[NH:8][C:9]1[N:10]=[CH:11][CH:12]=[C:13]([C:15]2[CH:16]=[CH:17][CH:18]=[N:19][CH:20]=2)[N:14]=1.[CH3:38][S:39]([OH:42])(=[O:41])=[O:40], predict the reactants needed to synthesize it. The reactants are: [CH3:1][C:2]1[CH:3]=[CH:4][C:5]([NH:21][C:22]([C:24]2[CH:25]=[CH:26][C:27]([CH2:30][N:31]3[CH2:36][CH2:35][N:34]([CH3:37])[CH2:33][CH2:32]3)=[CH:28][CH:29]=2)=[O:23])=[CH:6][C:7]=1[NH:8][C:9]1[N:10]=[CH:11][CH:12]=[C:13]([C:15]2[CH:16]=[CH:17][CH:18]=[N:19][CH:20]=2)[N:14]=1.[CH3:38][S:39]([OH:42])(=[O:41])=[O:40]. (7) Given the product [CH3:11][N:12]([C:13]1[CH:14]=[N:15][CH:16]=[CH:17][C:18]=1[C:19]1[CH:24]=[CH:23][CH:22]=[CH:21][C:20]=1[CH3:25])[C:5](=[O:6])[C:4]1[CH:8]=[CH:9][CH:10]=[C:2]([Cl:1])[CH:3]=1, predict the reactants needed to synthesize it. The reactants are: [Cl:1][C:2]1[CH:3]=[C:4]([CH:8]=[CH:9][CH:10]=1)[C:5](Cl)=[O:6].[CH3:11][NH:12][C:13]1[CH:14]=[N:15][CH:16]=[CH:17][C:18]=1[C:19]1[CH:24]=[CH:23][CH:22]=[CH:21][C:20]=1[CH3:25].CCN(C(C)C)C(C)C. (8) Given the product [Cl:1][C:2]1[CH:36]=[CH:35][C:5]2[N:6]([CH:22]3[CH2:23][CH2:24][NH:25][CH2:26][CH2:27]3)[C:7]([CH2:9][N:10]3[C:14]4=[CH:15][N:16]=[CH:17][CH:18]=[C:13]4[C:12]4([CH2:20][CH2:19]4)[C:11]3=[O:21])=[N:8][C:4]=2[CH:3]=1, predict the reactants needed to synthesize it. The reactants are: [Cl:1][C:2]1[CH:36]=[CH:35][C:5]2[N:6]([CH:22]3[CH2:27][CH2:26][N:25](C(OC(C)(C)C)=O)[CH2:24][CH2:23]3)[C:7]([CH2:9][N:10]3[C:14]4=[CH:15][N:16]=[CH:17][CH:18]=[C:13]4[C:12]4([CH2:20][CH2:19]4)[C:11]3=[O:21])=[N:8][C:4]=2[CH:3]=1.Cl.C(=O)([O-])[O-].[Na+].[Na+]. (9) The reactants are: Cl[C:2]1[N:7]=[CH:6][N:5]=[C:4]([OH:8])[CH:3]=1.[NH2:9][C:10]1[CH:15]=[CH:14][CH:13]=[CH:12][CH:11]=1.C(N(CC)C(C)C)(C)C.C(OCC)C. Given the product [C:10]1([NH:9][C:2]2[N:7]=[CH:6][N:5]=[C:4]([OH:8])[CH:3]=2)[CH:15]=[CH:14][CH:13]=[CH:12][CH:11]=1, predict the reactants needed to synthesize it.